This data is from Full USPTO retrosynthesis dataset with 1.9M reactions from patents (1976-2016). The task is: Predict the reactants needed to synthesize the given product. (1) Given the product [CH2:1]([O:3][C:4]([C:6]1[CH:10]=[CH:9][N:8]([CH2:16][C:15]2[CH:18]=[CH:19][CH:20]=[C:13]([F:12])[CH:14]=2)[C:7]=1[CH3:11])=[O:5])[CH3:2], predict the reactants needed to synthesize it. The reactants are: [CH2:1]([O:3][C:4]([C:6]1[CH:10]=[CH:9][NH:8][C:7]=1[CH3:11])=[O:5])[CH3:2].[F:12][C:13]1[CH:14]=[C:15]([CH:18]=[CH:19][CH:20]=1)[CH2:16]Br. (2) Given the product [F:6][C:7]1[CH:12]=[C:11]([F:13])[CH:10]=[CH:9][C:8]=1[C@:14]1([CH2:33][I:34])[O:18][CH2:17][C@@H:16]([C:19]([OH:20])=[O:1])[CH2:15]1, predict the reactants needed to synthesize it. The reactants are: [OH-:1].[Na+].OO.O.[F:6][C:7]1[CH:12]=[C:11]([F:13])[CH:10]=[CH:9][C:8]=1[C@:14]1([CH2:33][I:34])[O:18][CH2:17][C@@H:16]([C:19](N2[C@H](C3C=CC=CC=3)COC2=O)=[O:20])[CH2:15]1.